Task: Predict the reactants needed to synthesize the given product.. Dataset: Full USPTO retrosynthesis dataset with 1.9M reactions from patents (1976-2016) (1) Given the product [CH2:12]([C@:8]([NH:7][C:6](=[O:19])[O:5][C:1]([CH3:4])([CH3:3])[CH3:2])([CH3:11])[CH:9]=[O:10])[C:13]1[CH:18]=[CH:17][CH:16]=[CH:15][CH:14]=1, predict the reactants needed to synthesize it. The reactants are: [C:1]([O:5][C:6](=[O:19])[NH:7][C@@:8]([CH2:12][C:13]1[CH:18]=[CH:17][CH:16]=[CH:15][CH:14]=1)([CH3:11])[CH2:9][OH:10])([CH3:4])([CH3:3])[CH3:2].C(N(CC)CC)C.S(=O)(=O)=O.N1C=CC=CC=1. (2) Given the product [NH2:19][C:18]1[N:17]=[CH:16][C:15]2[C:20]([C:23]3[CH2:24][CH2:25][N:26]([C:32]([NH:31][CH2:29][CH3:30])=[O:33])[CH2:27][CH:28]=3)=[CH:21][O:22][C:14]=2[C:13]=1[O:12][C@@H:10]([C:3]1[C:4]([Cl:9])=[CH:5][CH:6]=[C:7]([F:8])[C:2]=1[Cl:1])[CH3:11], predict the reactants needed to synthesize it. The reactants are: [Cl:1][C:2]1[C:7]([F:8])=[CH:6][CH:5]=[C:4]([Cl:9])[C:3]=1[C@H:10]([O:12][C:13]1[C:14]2[O:22][CH:21]=[C:20]([C:23]3[CH2:24][CH2:25][NH:26][CH2:27][CH:28]=3)[C:15]=2[CH:16]=[N:17][C:18]=1[NH2:19])[CH3:11].[CH2:29]([N:31]=[C:32]=[O:33])[CH3:30].CCN(C(C)C)C(C)C. (3) Given the product [Cl:18][C:15]1[C:16](=[O:17])[N:11]([C:6]2[CH:5]=[C:4]([CH:9]=[CH:8][C:7]=2[CH3:10])[C:3]([OH:30])=[O:2])[C:12]([CH3:29])=[N:13][C:14]=1[O:19][CH2:20][C:21]1[CH:26]=[CH:25][C:24]([F:27])=[CH:23][C:22]=1[F:28], predict the reactants needed to synthesize it. The reactants are: C[O:2][C:3](=[O:30])[C:4]1[CH:9]=[CH:8][C:7]([CH3:10])=[C:6]([N:11]2[C:16](=[O:17])[C:15]([Cl:18])=[C:14]([O:19][CH2:20][C:21]3[CH:26]=[CH:25][C:24]([F:27])=[CH:23][C:22]=3[F:28])[N:13]=[C:12]2[CH3:29])[CH:5]=1.[OH-].[Na+]. (4) The reactants are: O.S([O-])(OCCCCCCCCCCCC)(=O)=O.[Na+].[CH2:20]=[C:21]1[CH2:26][CH:25]([CH3:27])[O:24][C:22]1=[O:23].[C:28]([OH:32])(=[O:31])[CH:29]=[CH2:30].[CH2:33]([N:36]([CH2:40][CH:41]=[CH2:42])[CH2:37][CH:38]=[CH2:39])[CH:34]=[CH2:35].S(OOS([O-])(=O)=O)([O-])(=O)=O.[Na+].[Na+].[OH-].[Na+]. Given the product [CH2:20]=[C:21]1[CH2:26][CH:25]([CH3:27])[O:24][C:22]1=[O:23].[CH2:33]([N:36]([CH2:40][CH:41]=[CH2:42])[CH2:37][CH:38]=[CH2:39])[CH:34]=[CH2:35].[C:28]([OH:32])(=[O:31])[CH:29]=[CH2:30], predict the reactants needed to synthesize it. (5) Given the product [CH3:2][N:3]([CH2:5][CH:9]1[CH2:10][CH2:11][CH2:12][CH2:13][C:8]1=[O:14])[CH3:4], predict the reactants needed to synthesize it. The reactants are: Cl.[CH3:2][NH:3][CH3:4].[CH2:5]=O.Cl.[C:8]1(=[O:14])[CH2:13][CH2:12][CH2:11][CH2:10][CH2:9]1. (6) The reactants are: Cl[C:2]1[N:11]=[CH:10][C:9]2[C:4](=[N:5][CH:6]=[CH:7][N:8]=2)[N:3]=1.[H-].[Na+].C(=O)([O-])[O-].[K+].[K+].C(N(C(C)C)CC)(C)C. Given the product [N:3]1[C:4]2[C:9](=[N:8][CH:7]=[CH:6][N:5]=2)[CH:10]=[N:11][CH:2]=1, predict the reactants needed to synthesize it.